This data is from Catalyst prediction with 721,799 reactions and 888 catalyst types from USPTO. The task is: Predict which catalyst facilitates the given reaction. (1) Reactant: [CH3:1][C:2]1[CH:7]=[C:6]([NH:8][C:9]([CH3:11])=[O:10])[CH:5]=[CH:4][C:3]=1Br.[CH2:13](B(O)O)[CH3:14].C([O-])([O-])=O.[Cs+].[Cs+].C(Cl)Cl. Product: [CH2:13]([C:3]1[C:2]([CH3:1])=[CH:7][C:6]([NH:8][C:9](=[O:10])[CH3:11])=[CH:5][CH:4]=1)[CH3:14]. The catalyst class is: 75. (2) Reactant: Br[CH2:2][CH:3]([C:6]1[CH:11]=[CH:10][C:9]([C:12]2[CH:17]=[CH:16][CH:15]=[CH:14][CH:13]=2)=[CH:8][CH:7]=1)[O:4][CH3:5].[NH3:18]. Product: [NH2:18][CH2:2][CH:3]([C:6]1[CH:11]=[CH:10][C:9]([C:12]2[CH:17]=[CH:16][CH:15]=[CH:14][CH:13]=2)=[CH:8][CH:7]=1)[O:4][CH3:5]. The catalyst class is: 8. (3) Reactant: [CH2:1]([O:3][C:4](=[O:18])[CH:5]([O:15][CH2:16][CH3:17])[CH2:6][C:7]1[CH:12]=[CH:11][C:10]([OH:13])=[C:9]([F:14])[CH:8]=1)[CH3:2].[CH3:19][C:20]1[S:24][C:23]([C:25]2[CH:30]=[CH:29][C:28]([C:31]([F:34])([F:33])[F:32])=[CH:27][CH:26]=2)=[N:22][C:21]=1[CH2:35][CH2:36]O.C1(P(C2C=CC=CC=2)C2C=CC=CC=2)C=CC=CC=1.N(C(OCC)=O)=NC(OCC)=O. Product: [CH2:1]([O:3][C:4](=[O:18])[CH:5]([O:15][CH2:16][CH3:17])[CH2:6][C:7]1[CH:12]=[CH:11][C:10]([O:13][CH2:36][CH2:35][C:21]2[N:22]=[C:23]([C:25]3[CH:30]=[CH:29][C:28]([C:31]([F:34])([F:32])[F:33])=[CH:27][CH:26]=3)[S:24][C:20]=2[CH3:19])=[C:9]([F:14])[CH:8]=1)[CH3:2]. The catalyst class is: 7. (4) Reactant: Cl.[F:2][C:3]1[C:4]([CH3:11])=[C:5]([NH:9][NH2:10])[CH:6]=[CH:7][CH:8]=1.C(=O)([O-])[O-].[K+].[K+].[C:18](OCC)(=[O:26])[C:19]#[C:20][C:21]([O:23][CH2:24][CH3:25])=[O:22]. Product: [F:2][C:3]1[C:4]([CH3:11])=[C:5]([N:9]2[C:18]([OH:26])=[CH:19][C:20]([C:21]([O:23][CH2:24][CH3:25])=[O:22])=[N:10]2)[CH:6]=[CH:7][CH:8]=1. The catalyst class is: 8. (5) Reactant: C(N(C(C)C)C(C)C)C.CN(C(ON1N=NC2C=CC=NC1=2)=[N+](C)C)C.F[P-](F)(F)(F)(F)F.[CH:34]1([CH:37]2[CH:42]([C:43]3[NH:44][CH:45]=[C:46]([C:48]4[CH:53]=[CH:52][C:51]([NH:54][C:55]([O:57][CH3:58])=[O:56])=[CH:50][CH:49]=4)[N:47]=3)[NH:41][CH2:40][CH:39]([CH:59]3[CH2:64][CH2:63][N:62]([C:65]([O:67][C:68]([CH3:71])([CH3:70])[CH3:69])=[O:66])[CH2:61][CH2:60]3)[CH2:38]2)[CH2:36][CH2:35]1.[Cl:72][C:73]1[CH:74]=[CH:75][C:76]([N:84]2[CH:88]=[N:87][N:86]=[N:85]2)=[C:77](/[CH:79]=[CH:80]/[C:81](O)=[O:82])[CH:78]=1. Product: [Cl:72][C:73]1[CH:74]=[CH:75][C:76]([N:84]2[CH:88]=[N:87][N:86]=[N:85]2)=[C:77](/[CH:79]=[CH:80]/[C:81]([N:41]2[CH:42]([C:43]3[NH:44][CH:45]=[C:46]([C:48]4[CH:49]=[CH:50][C:51]([NH:54][C:55]([O:57][CH3:58])=[O:56])=[CH:52][CH:53]=4)[N:47]=3)[CH:37]([CH:34]3[CH2:36][CH2:35]3)[CH2:38][CH:39]([CH:59]3[CH2:64][CH2:63][N:62]([C:65]([O:67][C:68]([CH3:71])([CH3:70])[CH3:69])=[O:66])[CH2:61][CH2:60]3)[CH2:40]2)=[O:82])[CH:78]=1. The catalyst class is: 3. (6) Reactant: [Cl:1][C:2]1[CH:7]=[CH:6][C:5]([C:8]2[N:9]=[C:10]([C:20](O)=[O:21])[S:11][C:12]=2[C:13]2[CH:18]=[CH:17][C:16]([Cl:19])=[CH:15][CH:14]=2)=[CH:4][CH:3]=1.S(Cl)(Cl)=O.[NH2:27][C:28]1[CH:33]=[CH:32][N:31]=[CH:30][CH:29]=1.C(N(CC)CC)C. Product: [N:31]1[CH:32]=[CH:33][C:28]([NH:27][C:20]([C:10]2[S:11][C:12]([C:13]3[CH:14]=[CH:15][C:16]([Cl:19])=[CH:17][CH:18]=3)=[C:8]([C:5]3[CH:6]=[CH:7][C:2]([Cl:1])=[CH:3][CH:4]=3)[N:9]=2)=[O:21])=[CH:29][CH:30]=1. The catalyst class is: 11. (7) Reactant: [CH3:1][C:2]([CH3:17])([O:4][C:5]([NH:7][C:8]1[CH:9]=[CH:10][C:11]([C:14]([OH:16])=O)=[N:12][CH:13]=1)=[O:6])[CH3:3].[C:18]([NH:22][C:23]([CH:25]1[CH2:30][CH2:29][N:28]([CH2:31][C:32]2[CH:37]=[CH:36][CH:35]=[C:34]([NH2:38])[CH:33]=2)[CH2:27][CH2:26]1)=[O:24])([CH3:21])([CH3:20])[CH3:19].CCN=C=NCCCN(C)C.Cl.C([O-])(O)=O.[Na+]. Product: [C:2]([O:4][C:5](=[O:6])[NH:7][C:8]1[CH:13]=[N:12][C:11]([C:14](=[O:16])[NH:38][C:34]2[CH:35]=[CH:36][CH:37]=[C:32]([CH2:31][N:28]3[CH2:27][CH2:26][CH:25]([C:23](=[O:24])[NH:22][C:18]([CH3:20])([CH3:19])[CH3:21])[CH2:30][CH2:29]3)[CH:33]=2)=[CH:10][CH:9]=1)([CH3:1])([CH3:3])[CH3:17]. The catalyst class is: 64.